The task is: Predict the product of the given reaction.. This data is from Forward reaction prediction with 1.9M reactions from USPTO patents (1976-2016). (1) Given the reactants C(N(CC)CC)C.Cl[CH2:9][C:10]#[N:11].[NH2:12][C:13]1[CH:21]=[C:20]([F:22])[CH:19]=[C:18]([F:23])[C:14]=1[C:15]([OH:17])=[O:16], predict the reaction product. The product is: [C:10]([CH2:9][O:17][C:15](=[O:16])[C:14]1[C:18]([F:23])=[CH:19][C:20]([F:22])=[CH:21][C:13]=1[NH2:12])#[N:11]. (2) Given the reactants Br[C:2]1[CH:3]=[C:4]([N:8]2[C:16]3[CH2:15][CH2:14][N:13]([S:17]([CH3:19])=[O:18])[CH2:12][C:11]=3[C:10]([C:20]([O:22][CH2:23][CH3:24])=[O:21])=[N:9]2)[CH:5]=[CH:6][CH:7]=1.[C:25]([C@:27]1([OH:34])[CH2:31][CH2:30][N:29]([CH3:32])[C:28]1=[O:33])#[CH:26], predict the reaction product. The product is: [OH:34][C@@:27]1([C:25]#[C:26][C:2]2[CH:3]=[C:4]([N:8]3[C:16]4[CH2:15][CH2:14][N:13]([S:17]([CH3:19])=[O:18])[CH2:12][C:11]=4[C:10]([C:20]([O:22][CH2:23][CH3:24])=[O:21])=[N:9]3)[CH:5]=[CH:6][CH:7]=2)[CH2:31][CH2:30][N:29]([CH3:32])[C:28]1=[O:33]. (3) Given the reactants C([O:5][C:6]([N:8]1[CH2:12][C@@H:11]([C:13]2[C:21]3[C:16](=[CH:17][CH:18]=[CH:19][CH:20]=3)[NH:15][CH:14]=2)[C@H:10]([C:22]2[C:32]3=[C:33]4[C:28](=[CH:29][CH:30]=[CH:31]3)[CH2:27][CH2:26][CH2:25][N:24]4[CH:23]=2)[CH2:9]1)=O)(C)(C)C.Cl.O1CCOCC1.CCN(C(C)C)C(C)C.[CH:50]1(C(Cl)=O)[CH2:53][CH2:52][CH2:51]1, predict the reaction product. The product is: [CH:50]1([C:6]([N:8]2[CH2:12][C@@H:11]([C:13]3[C:21]4[C:16](=[CH:17][CH:18]=[CH:19][CH:20]=4)[NH:15][CH:14]=3)[C@H:10]([C:22]3[C:32]4=[C:33]5[C:28](=[CH:29][CH:30]=[CH:31]4)[CH2:27][CH2:26][CH2:25][N:24]5[CH:23]=3)[CH2:9]2)=[O:5])[CH2:53][CH2:52][CH2:51]1. (4) Given the reactants [C:1]([CH2:3][C:4]([OH:6])=O)#[N:2].[O:7]=[S:8]1(=[O:18])[CH:12]=[CH:11][C:10]2[CH:13]=[CH:14][C:15]([NH2:17])=[CH:16][C:9]1=2.CCN(C(C)C)C(C)C.CN(C(ON1N=NC2C=CC=CC1=2)=[N+](C)C)C.F[P-](F)(F)(F)(F)F, predict the reaction product. The product is: [C:1]([CH2:3][C:4]([NH:17][C:15]1[CH:14]=[CH:13][C:10]2[CH:11]=[CH:12][S:8](=[O:18])(=[O:7])[C:9]=2[CH:16]=1)=[O:6])#[N:2]. (5) Given the reactants [F:1][C:2]1[CH:7]=[CH:6][C:5]([C:8]2[CH:9]=[C:10]([N+:22]([O-])=O)[C:11]([NH:14][C:15]3[CH:20]=[CH:19][CH:18]=[C:17]([NH2:21])[CH:16]=3)=[N:12][CH:13]=2)=[CH:4][CH:3]=1.[CH3:25]C(O)=O, predict the reaction product. The product is: [F:1][C:2]1[CH:7]=[CH:6][C:5]([C:8]2[CH:9]=[C:10]3[N:22]=[CH:25][N:14]([C:15]4[CH:16]=[C:17]([NH2:21])[CH:18]=[CH:19][CH:20]=4)[C:11]3=[N:12][CH:13]=2)=[CH:4][CH:3]=1. (6) Given the reactants Cl[C:2]1[C:11]2[C:6](=[CH:7][CH:8]=[CH:9][C:10]=2[C:12]2[CH:17]=[CH:16][CH:15]=[CH:14][CH:13]=2)[CH:5]=[C:4]([Cl:18])[N:3]=1.[NH2:19][CH2:20][C:21]1[CH:26]=[CH:25][CH:24]=[CH:23][N:22]=1.CCN(C(C)C)C(C)C, predict the reaction product. The product is: [Cl:18][C:4]1[N:3]=[C:2]([NH:19][CH2:20][C:21]2[CH:26]=[CH:25][CH:24]=[CH:23][N:22]=2)[C:11]2[C:6]([CH:5]=1)=[CH:7][CH:8]=[CH:9][C:10]=2[C:12]1[CH:17]=[CH:16][CH:15]=[CH:14][CH:13]=1. (7) Given the reactants [NH2:1][C@H:2]([C:5]1[N:6]([CH:17]2[CH2:19][CH2:18]2)[C:7](=[O:16])[C:8]2[C:13]([CH:14]=1)=[CH:12][CH:11]=[CH:10][C:9]=2[Cl:15])[CH2:3][CH3:4].Cl[C:21]1[N:26]=[CH:25][N:24]=[C:23]([NH2:27])[C:22]=1[C:28]1[N:32]=[CH:31][N:30]([CH3:33])[N:29]=1.CCN(C(C)C)C(C)C, predict the reaction product. The product is: [NH2:27][C:23]1[N:24]=[CH:25][N:26]=[C:21]([NH:1][C@H:2]([C:5]2[N:6]([CH:17]3[CH2:19][CH2:18]3)[C:7](=[O:16])[C:8]3[C:13]([CH:14]=2)=[CH:12][CH:11]=[CH:10][C:9]=3[Cl:15])[CH2:3][CH3:4])[C:22]=1[C:28]1[N:32]=[CH:31][N:30]([CH3:33])[N:29]=1.